From a dataset of Full USPTO retrosynthesis dataset with 1.9M reactions from patents (1976-2016). Predict the reactants needed to synthesize the given product. (1) Given the product [Br:1][C:2]1[CH:9]=[CH:8][CH:7]=[C:4]([C:5]#[N:6])[C:3]=1[NH:12][CH2:13][C:14]([NH2:16])=[O:15], predict the reactants needed to synthesize it. The reactants are: [Br:1][C:2]1[C:3](F)=[C:4]([CH:7]=[CH:8][CH:9]=1)[C:5]#[N:6].Cl.[NH2:12][CH2:13][C:14]([NH2:16])=[O:15].C([O-])([O-])=O.[K+].[K+]. (2) Given the product [Cl:17][C:12]1[CH:13]=[CH:14][CH:15]=[C:16]2[C:11]=1[CH:10]=[CH:9][CH:8]=[C:7]2[C:5](=[O:6])[CH2:18][CH3:19], predict the reactants needed to synthesize it. The reactants are: COCN[C:5]([C:7]1[C:16]2[C:11](=[C:12]([Cl:17])[CH:13]=[CH:14][CH:15]=2)[CH:10]=[CH:9][CH:8]=1)=[O:6].[CH2:18]1COC[CH2:19]1.C([Mg]Br)C.Cl.